Dataset: CYP2D6 substrate classification data from Carbon-Mangels et al.. Task: Regression/Classification. Given a drug SMILES string, predict its absorption, distribution, metabolism, or excretion properties. Task type varies by dataset: regression for continuous measurements (e.g., permeability, clearance, half-life) or binary classification for categorical outcomes (e.g., BBB penetration, CYP inhibition). Dataset: cyp2d6_substrate_carbonmangels. (1) The drug is CNCCC=C1c2ccccc2CCc2ccccc21. The result is 1 (substrate). (2) The compound is CO[C@]12CC[C@@]3(C[C@@H]1[C@](C)(O)C(C)(C)C)[C@H]1Cc4ccc(O)c5c4[C@@]3(CCN1CC1CC1)[C@@H]2O5. The result is 1 (substrate).